From a dataset of Reaction yield outcomes from USPTO patents with 853,638 reactions. Predict the reaction yield, written as a fraction of the theoretical maximum amount of product (1.0 means a 100% yield; for example, 0.34 means a 34% yield). The reactants are [C:1]1([CH3:28])[CH:6]=[CH:5][C:4]([S:7]([N:10]2[CH2:16][CH:15]([OH:17])[CH2:14][N:13]([S:18]([C:21]3[CH:26]=[CH:25][C:24]([CH3:27])=[CH:23][CH:22]=3)(=[O:20])=[O:19])[CH2:12][CH2:11]2)(=[O:9])=[O:8])=[CH:3][CH:2]=1.C[N+]1([O-])CCOCC1. The catalyst is C(Cl)Cl.[Ru]([O-])(=O)(=O)=O. The product is [C:24]1([CH3:27])[CH:25]=[CH:26][C:21]([S:18]([N:13]2[CH2:14][C:15](=[O:17])[CH2:16][N:10]([S:7]([C:4]3[CH:5]=[CH:6][C:1]([CH3:28])=[CH:2][CH:3]=3)(=[O:9])=[O:8])[CH2:11][CH2:12]2)(=[O:19])=[O:20])=[CH:22][CH:23]=1. The yield is 0.600.